Dataset: NCI-60 drug combinations with 297,098 pairs across 59 cell lines. Task: Regression. Given two drug SMILES strings and cell line genomic features, predict the synergy score measuring deviation from expected non-interaction effect. (1) Drug 1: C1=CN(C(=O)N=C1N)C2C(C(C(O2)CO)O)O.Cl. Drug 2: C1C(C(OC1N2C=NC(=NC2=O)N)CO)O. Cell line: OVCAR-5. Synergy scores: CSS=35.2, Synergy_ZIP=-0.440, Synergy_Bliss=0.829, Synergy_Loewe=1.95, Synergy_HSA=4.88. (2) Drug 1: COC1=C2C(=CC3=C1OC=C3)C=CC(=O)O2. Drug 2: C(CCl)NC(=O)N(CCCl)N=O. Cell line: U251. Synergy scores: CSS=-13.3, Synergy_ZIP=4.21, Synergy_Bliss=-0.437, Synergy_Loewe=-35.4, Synergy_HSA=-22.1. (3) Drug 1: C(CCl)NC(=O)N(CCCl)N=O. Drug 2: N.N.Cl[Pt+2]Cl. Cell line: RXF 393. Synergy scores: CSS=13.0, Synergy_ZIP=-0.429, Synergy_Bliss=-1.08, Synergy_Loewe=-15.3, Synergy_HSA=0.321. (4) Drug 1: CNC(=O)C1=CC=CC=C1SC2=CC3=C(C=C2)C(=NN3)C=CC4=CC=CC=N4. Drug 2: CC1CCCC2(C(O2)CC(NC(=O)CC(C(C(=O)C(C1O)C)(C)C)O)C(=CC3=CSC(=N3)C)C)C. Cell line: NCI-H522. Synergy scores: CSS=8.58, Synergy_ZIP=-3.15, Synergy_Bliss=-0.427, Synergy_Loewe=-2.92, Synergy_HSA=-0.549.